This data is from Reaction yield outcomes from USPTO patents with 853,638 reactions. The task is: Predict the reaction yield, written as a fraction of the theoretical maximum amount of product (1.0 means a 100% yield; for example, 0.34 means a 34% yield). (1) The reactants are [OH:1][C:2]1([C:9]2[S:13][C:12]([CH:14]([CH3:16])[CH3:15])=[N:11][CH:10]=2)[CH2:7][CH2:6][C:5](=O)[CH2:4][CH2:3]1.[O:17]=[C:18]([NH:33][CH2:34][C:35](=O)[NH:36][C@@H:37]1[CH2:41]CNC1)[CH2:19][NH:20][C:21](=[O:32])[C:22]1[CH:27]=[CH:26][CH:25]=[C:24]([C:28]([F:31])([F:30])[F:29])[CH:23]=1. The catalyst is C(Cl)Cl.[OH-].[OH-].[Pd+2]. The product is [OH:1][C:2]1([C:9]2[S:13][C:12]([CH:14]([CH3:16])[CH3:15])=[N:11][CH:10]=2)[CH2:7][CH2:6][CH:5]([N:36]2[CH2:37][CH2:41][C@@H:34]([NH:33][C:18](=[O:17])[CH2:19][NH:20][C:21](=[O:32])[C:22]3[CH:27]=[CH:26][CH:25]=[C:24]([C:28]([F:31])([F:30])[F:29])[CH:23]=3)[CH2:35]2)[CH2:4][CH2:3]1. The yield is 0.620. (2) The reactants are FC(F)(F)C(O)=O.[CH3:8][O:9][C:10]1[C:11]2[N:18]=[C:17]([NH:19][C:20]([N:22]3[CH2:26][CH2:25][CH:24]([NH2:27])[CH2:23]3)=[O:21])[S:16][C:12]=2[N:13]=[CH:14][N:15]=1.C(N(CC)C(C)C)(C)C.[F:37][C:38]1[CH:45]=[CH:44][C:41]([CH:42]=O)=[CH:40][C:39]=1[C:46]([F:49])([F:48])[F:47].C(O)(=O)C.C(O[BH-](OC(=O)C)OC(=O)C)(=O)C.[Na+]. The catalyst is CO.O.C1(C)C=CC=CC=1. The product is [CH3:8][O:9][C:10]1[C:11]2[N:18]=[C:17]([NH:19][C:20]([N:22]3[CH2:26][CH2:25][C@@H:24]([NH:27][CH2:42][C:41]4[CH:44]=[CH:45][C:38]([F:37])=[C:39]([C:46]([F:49])([F:47])[F:48])[CH:40]=4)[CH2:23]3)=[O:21])[S:16][C:12]=2[N:13]=[CH:14][N:15]=1. The yield is 0.528. (3) The reactants are [CH3:1][N:2]1[C@@H:19]2[CH2:20][C:7]3[CH:8]=[CH:9][C:10]([O:21][CH3:22])=[C:11]4[O:12][C@H:13]5[C:14]([CH2:16][CH2:17][C@@H:18]2[C@:5]5([C:6]=34)[CH2:4][CH2:3]1)=[O:15].[Li]N([Si](C)(C)C)[Si](C)(C)C.[O:33]1CCCC1. No catalyst specified. The product is [C:11]([O-:33])(=[O:12])[C:6]1[CH:7]=[CH:20][CH:19]=[CH:18][CH:5]=1.[CH3:1][N:2]1[C@@H:19]2[CH2:20][C:7]3[CH:8]=[CH:9][C:10]([O:21][CH3:22])=[C:11]4[O:12][C@H:13]5[C:14]([CH2:16][CH2:17][C@@H:18]2[C@:5]5([C:6]=34)[CH2:4][CH2:3]1)=[O:15]. The yield is 0.420. (4) The reactants are [CH3:1][N:2]([CH2:4][C:5]1[CH:6]=[C:7]([C:11]2[S:19][C:18]3[C:13](=[N:14][CH:15]=[CH:16][C:17]=3[O:20][C:21]3[CH:27]=[CH:26][C:24]([NH2:25])=[CH:23][C:22]=3[F:28])[CH:12]=2)[CH:8]=[CH:9][CH:10]=1)[CH3:3].[CH3:29][O:30][C:31]1[CH:36]=[CH:35][CH:34]=[CH:33][C:32]=1[NH:37][C:38](=[O:43])[CH2:39][C:40](O)=[O:41].ON1C2C=CC=CC=2N=N1.CCN=C=NCCCN(C)C.Cl. The catalyst is CN(C)C=O. The product is [CH3:3][N:2]([CH2:4][C:5]1[CH:6]=[C:7]([C:11]2[S:19][C:18]3[C:13](=[N:14][CH:15]=[CH:16][C:17]=3[O:20][C:21]3[CH:27]=[CH:26][C:24]([NH:25][C:40](=[O:41])[CH2:39][C:38]([NH:37][C:32]4[CH:33]=[CH:34][CH:35]=[CH:36][C:31]=4[O:30][CH3:29])=[O:43])=[CH:23][C:22]=3[F:28])[CH:12]=2)[CH:8]=[CH:9][CH:10]=1)[CH3:1]. The yield is 0.360. (5) The reactants are C([O:8][C:9]1[N:14]=[CH:13][C:12]([C:15]2[CH:20]=[CH:19][C:18]([CH2:21][C:22]([NH:24][C:25]3[CH:30]=[CH:29][C:28]([CH2:31][C:32]([CH3:36])([CH3:35])[CH2:33][OH:34])=[C:27]([C:37]([F:40])([F:39])[F:38])[CH:26]=3)=[O:23])=[CH:17][C:16]=2[F:41])=[C:11]([O:42][CH2:43][CH3:44])[CH:10]=1)C1C=CC=CC=1. The catalyst is CO.[Pd]. The product is [CH2:43]([O:42][C:11]1[C:12]([C:15]2[CH:20]=[CH:19][C:18]([CH2:21][C:22]([NH:24][C:25]3[CH:30]=[CH:29][C:28]([CH2:31][C:32]([CH3:35])([CH3:36])[CH2:33][OH:34])=[C:27]([C:37]([F:39])([F:40])[F:38])[CH:26]=3)=[O:23])=[CH:17][C:16]=2[F:41])=[CH:13][NH:14][C:9](=[O:8])[CH:10]=1)[CH3:44]. The yield is 0.610. (6) The reactants are [Cl:1][C:2]1[C:7](I)=[CH:6][N:5]=[C:4]([O:9][CH3:10])[CH:3]=1.[CH3:11][N:12](C=O)C. The catalyst is [C-]#N.[Zn+2].[C-]#N.C1C=CC([P]([Pd]([P](C2C=CC=CC=2)(C2C=CC=CC=2)C2C=CC=CC=2)([P](C2C=CC=CC=2)(C2C=CC=CC=2)C2C=CC=CC=2)[P](C2C=CC=CC=2)(C2C=CC=CC=2)C2C=CC=CC=2)(C2C=CC=CC=2)C2C=CC=CC=2)=CC=1. The product is [Cl:1][C:2]1[C:7]([C:11]#[N:12])=[CH:6][N:5]=[C:4]([O:9][CH3:10])[CH:3]=1. The yield is 0.540. (7) The reactants are Cl[C:2]1[N:7]2[N:8]=[C:9]([CH3:11])[CH:10]=[C:6]2[N:5]=[C:4]([NH:12][C:13](=[O:24])[C:14]2[CH:19]=[CH:18][C:17]([C:20]([OH:23])([CH3:22])[CH3:21])=[CH:16][CH:15]=2)[CH:3]=1.Cl.[F:26][CH:27]1[CH2:31][CH2:30][NH:29][CH2:28]1.C(N(CC)C(C)C)(C)C. The catalyst is CN(C=O)C.CS(C)=O.CO. The product is [F:26][CH:27]1[CH2:31][CH2:30][N:29]([C:2]2[N:7]3[N:8]=[C:9]([CH3:11])[CH:10]=[C:6]3[N:5]=[C:4]([NH:12][C:13](=[O:24])[C:14]3[CH:19]=[CH:18][C:17]([C:20]([OH:23])([CH3:22])[CH3:21])=[CH:16][CH:15]=3)[CH:3]=2)[CH2:28]1. The yield is 0.740. (8) The reactants are C[O:2][C:3](=[O:39])[C@H:4]([NH:11][C:12]([C:14]12[CH2:21][C:18]([C:22]3[NH:30][C:29]4[C:28](=[O:31])[N:27]([CH2:32][CH2:33][CH3:34])[C:26](=[O:35])[N:25]([CH2:36][CH2:37][CH3:38])[C:24]=4[N:23]=3)([CH2:19][CH2:20]1)[CH2:17][CH2:16][CH2:15]2)=[O:13])[C:5]1[CH:10]=[CH:9][CH:8]=[CH:7][CH:6]=1.[Li+].[OH-]. The catalyst is C1COCC1. The product is [O:35]=[C:26]1[N:25]([CH2:36][CH2:37][CH3:38])[C:24]2[N:23]=[C:22]([C:18]34[CH2:21][C:14]([C:12]([NH:11][C@H:4]([C:5]5[CH:6]=[CH:7][CH:8]=[CH:9][CH:10]=5)[C:3]([OH:39])=[O:2])=[O:13])([CH2:20][CH2:19]3)[CH2:15][CH2:16][CH2:17]4)[NH:30][C:29]=2[C:28](=[O:31])[N:27]1[CH2:32][CH2:33][CH3:34]. The yield is 0.480.